This data is from Peptide-MHC class II binding affinity with 134,281 pairs from IEDB. The task is: Regression. Given a peptide amino acid sequence and an MHC pseudo amino acid sequence, predict their binding affinity value. This is MHC class II binding data. (1) The peptide sequence is IIQGLKLMNSPEFHL. The MHC is HLA-DQA10501-DQB10201 with pseudo-sequence HLA-DQA10501-DQB10201. The binding affinity (normalized) is 0.195. (2) The peptide sequence is KQELDEISTNIRQAG. The MHC is HLA-DQA10401-DQB10402 with pseudo-sequence HLA-DQA10401-DQB10402. The binding affinity (normalized) is 0.343. (3) The peptide sequence is VPAVTISCMTEQGGE. The MHC is DRB1_0101 with pseudo-sequence DRB1_0101. The binding affinity (normalized) is 0.115.